This data is from Peptide-MHC class II binding affinity with 134,281 pairs from IEDB. The task is: Regression. Given a peptide amino acid sequence and an MHC pseudo amino acid sequence, predict their binding affinity value. This is MHC class II binding data. (1) The peptide sequence is TLWQRPIVTIKIGGQLKEAL. The MHC is HLA-DQA10501-DQB10301 with pseudo-sequence HLA-DQA10501-DQB10301. The binding affinity (normalized) is 0.315. (2) The peptide sequence is STGGAYDTYKCIPSL. The MHC is HLA-DQA10501-DQB10201 with pseudo-sequence HLA-DQA10501-DQB10201. The binding affinity (normalized) is 0.183. (3) The peptide sequence is EKKSFAATQFEPLAA. The MHC is HLA-DQA10101-DQB10501 with pseudo-sequence HLA-DQA10101-DQB10501. The binding affinity (normalized) is 0.375. (4) The MHC is HLA-DQA10501-DQB10201 with pseudo-sequence HLA-DQA10501-DQB10201. The peptide sequence is CIEYVTLNASQYANC. The binding affinity (normalized) is 0.429. (5) The peptide sequence is KMIGGIGGFIKVRQYDQITI. The MHC is DRB1_0404 with pseudo-sequence DRB1_0404. The binding affinity (normalized) is 0.353. (6) The binding affinity (normalized) is 0.808. The peptide sequence is WGAIWRIDTPEVLKG. The MHC is DRB3_0101 with pseudo-sequence DRB3_0101.